This data is from CYP2C9 inhibition data for predicting drug metabolism from PubChem BioAssay. The task is: Regression/Classification. Given a drug SMILES string, predict its absorption, distribution, metabolism, or excretion properties. Task type varies by dataset: regression for continuous measurements (e.g., permeability, clearance, half-life) or binary classification for categorical outcomes (e.g., BBB penetration, CYP inhibition). Dataset: cyp2c9_veith. (1) The molecule is CCCC(=O)Nc1ncnc2c1ncn2[C@@H]1O[C@@H]2COP(=O)([O-])O[C@H]2[C@H]1OC(=O)CCC. The result is 0 (non-inhibitor). (2) The drug is Cc1ccc(N(Cc2ccc([N+](=O)[O-])cc2)C(=O)c2ccco2)cc1. The result is 1 (inhibitor).